Dataset: Peptide-MHC class II binding affinity with 134,281 pairs from IEDB. Task: Regression. Given a peptide amino acid sequence and an MHC pseudo amino acid sequence, predict their binding affinity value. This is MHC class II binding data. (1) The peptide sequence is GELQIVDKIDAAFKH. The MHC is DRB1_1501 with pseudo-sequence DRB1_1501. The binding affinity (normalized) is 0.488. (2) The peptide sequence is IHGWFAVDFTAAELV. The MHC is HLA-DPA10103-DPB10401 with pseudo-sequence HLA-DPA10103-DPB10401. The binding affinity (normalized) is 0.406. (3) The peptide sequence is CSNLSTCVLGKLSQE. The MHC is DRB1_0401 with pseudo-sequence DRB1_0401. The binding affinity (normalized) is 0.114. (4) The peptide sequence is VRYTTEGGTKTEAEDVIPEG. The MHC is DRB1_1501 with pseudo-sequence DRB1_1501. The binding affinity (normalized) is 0.220. (5) The peptide sequence is TDVLRYVILVGAAFA. The MHC is DRB1_0405 with pseudo-sequence DRB1_0405. The binding affinity (normalized) is 0.143. (6) The peptide sequence is MAFLRSVSCLAAAVF. The MHC is DRB1_1201 with pseudo-sequence DRB1_1201. The binding affinity (normalized) is 0.410.